From a dataset of NCI-60 drug combinations with 297,098 pairs across 59 cell lines. Regression. Given two drug SMILES strings and cell line genomic features, predict the synergy score measuring deviation from expected non-interaction effect. (1) Drug 1: C1=CC=C(C(=C1)C(C2=CC=C(C=C2)Cl)C(Cl)Cl)Cl. Drug 2: CN(CCCl)CCCl.Cl. Cell line: HT29. Synergy scores: CSS=21.0, Synergy_ZIP=-1.06, Synergy_Bliss=1.95, Synergy_Loewe=-20.6, Synergy_HSA=-0.236. (2) Drug 1: CCC1(CC2CC(C3=C(CCN(C2)C1)C4=CC=CC=C4N3)(C5=C(C=C6C(=C5)C78CCN9C7C(C=CC9)(C(C(C8N6C=O)(C(=O)OC)O)OC(=O)C)CC)OC)C(=O)OC)O.OS(=O)(=O)O. Drug 2: COC1=C2C(=CC3=C1OC=C3)C=CC(=O)O2. Cell line: SF-539. Synergy scores: CSS=13.2, Synergy_ZIP=-5.82, Synergy_Bliss=-8.57, Synergy_Loewe=-74.1, Synergy_HSA=-11.7. (3) Drug 1: C1=C(C(=O)NC(=O)N1)N(CCCl)CCCl. Drug 2: C1C(C(OC1N2C=C(C(=O)NC2=O)F)CO)O. Cell line: MOLT-4. Synergy scores: CSS=83.9, Synergy_ZIP=1.75, Synergy_Bliss=1.27, Synergy_Loewe=-0.122, Synergy_HSA=4.70. (4) Synergy scores: CSS=8.55, Synergy_ZIP=-0.662, Synergy_Bliss=-2.12, Synergy_Loewe=-8.60, Synergy_HSA=-4.61. Drug 1: CC1=C(C=C(C=C1)NC(=O)C2=CC=C(C=C2)CN3CCN(CC3)C)NC4=NC=CC(=N4)C5=CN=CC=C5. Drug 2: CC1=C2C(C(=O)C3(C(CC4C(C3C(C(C2(C)C)(CC1OC(=O)C(C(C5=CC=CC=C5)NC(=O)C6=CC=CC=C6)O)O)OC(=O)C7=CC=CC=C7)(CO4)OC(=O)C)O)C)OC(=O)C. Cell line: MALME-3M. (5) Drug 2: C1CN1P(=S)(N2CC2)N3CC3. Drug 1: C1=C(C(=O)NC(=O)N1)N(CCCl)CCCl. Cell line: OVCAR3. Synergy scores: CSS=12.6, Synergy_ZIP=-4.39, Synergy_Bliss=-4.73, Synergy_Loewe=-8.99, Synergy_HSA=-4.16. (6) Drug 1: C1CC(=O)NC(=O)C1N2CC3=C(C2=O)C=CC=C3N. Drug 2: C1CC(C1)(C(=O)O)C(=O)O.[NH2-].[NH2-].[Pt+2]. Cell line: MDA-MB-435. Synergy scores: CSS=2.61, Synergy_ZIP=-1.60, Synergy_Bliss=-3.54, Synergy_Loewe=-3.68, Synergy_HSA=-4.23. (7) Drug 1: C1CN(P(=O)(OC1)NCCCl)CCCl. Drug 2: CC1CCCC2(C(O2)CC(NC(=O)CC(C(C(=O)C(C1O)C)(C)C)O)C(=CC3=CSC(=N3)C)C)C. Cell line: CAKI-1. Synergy scores: CSS=33.2, Synergy_ZIP=1.36, Synergy_Bliss=1.40, Synergy_Loewe=-19.5, Synergy_HSA=2.01. (8) Drug 1: CC1=C2C(C(=O)C3(C(CC4C(C3C(C(C2(C)C)(CC1OC(=O)C(C(C5=CC=CC=C5)NC(=O)OC(C)(C)C)O)O)OC(=O)C6=CC=CC=C6)(CO4)OC(=O)C)O)C)O. Drug 2: CC1CCCC2(C(O2)CC(NC(=O)CC(C(C(=O)C(C1O)C)(C)C)O)C(=CC3=CSC(=N3)C)C)C. Cell line: OVCAR3. Synergy scores: CSS=58.1, Synergy_ZIP=1.27, Synergy_Bliss=-2.65, Synergy_Loewe=-7.81, Synergy_HSA=-0.231. (9) Drug 1: C(CCl)NC(=O)N(CCCl)N=O. Drug 2: CC1CCCC2(C(O2)CC(NC(=O)CC(C(C(=O)C(C1O)C)(C)C)O)C(=CC3=CSC(=N3)C)C)C. Cell line: HOP-92. Synergy scores: CSS=31.3, Synergy_ZIP=-3.22, Synergy_Bliss=-3.12, Synergy_Loewe=-6.17, Synergy_HSA=1.07. (10) Drug 1: CC1=CC2C(CCC3(C2CCC3(C(=O)C)OC(=O)C)C)C4(C1=CC(=O)CC4)C. Drug 2: N.N.Cl[Pt+2]Cl. Cell line: CCRF-CEM. Synergy scores: CSS=8.20, Synergy_ZIP=-1.39, Synergy_Bliss=2.32, Synergy_Loewe=2.85, Synergy_HSA=3.65.